This data is from Forward reaction prediction with 1.9M reactions from USPTO patents (1976-2016). The task is: Predict the product of the given reaction. (1) Given the reactants CCN(C(C)C)C(C)C.[CH:10]1[CH:11]=[CH:12][C:13]2N(O)N=N[C:14]=2[CH:15]=1.[NH:20]([C:32]([O:34][C:35]([CH3:38])([CH3:37])[CH3:36])=[O:33])[C@H:21]([C:29](O)=O)[CH2:22][C:23]1C=CC=CC=1.N[C@H](C(O)=O)C.CCN=C=NCCCN(C)C.Cl.[NH2:57][CH:58]([CH3:89])[C:59]([NH:61][CH:62]([CH2:79][C:80]1[CH:85]=[C:84]([F:86])[C:83]([F:87])=[CH:82][C:81]=1[F:88])[CH2:63][C:64](=[O:78])[N:65]1[CH2:70][CH2:69][N:68]2[C:71]([C:74]([F:77])([F:76])[F:75])=[N:72][N:73]=[C:67]2[CH2:66]1)=[O:60], predict the reaction product. The product is: [C:35]([O:34][C:32](=[O:33])[NH:20][CH:21]([CH2:29][C:14]1[CH:13]=[CH:12][CH:11]=[CH:10][CH:15]=1)[C:22]([NH:57][CH:58]([C:59](=[O:60])[NH:61][CH:62]([CH2:79][C:80]1[CH:85]=[C:84]([F:86])[C:83]([F:87])=[CH:82][C:81]=1[F:88])[CH2:63][C:64](=[O:78])[N:65]1[CH2:70][CH2:69][N:68]2[C:71]([C:74]([F:75])([F:77])[F:76])=[N:72][N:73]=[C:67]2[CH2:66]1)[CH3:89])=[CH2:23])([CH3:38])([CH3:37])[CH3:36]. (2) Given the reactants Br[C:2]1[CH:3]=[CH:4][C:5]2[O:9][C:8]([CH:10]([NH:17][C:18]3[CH:23]=[CH:22][C:21]([C:24]([N:26]([CH3:34])[CH2:27][CH2:28][C:29]([O:31][CH2:32][CH3:33])=[O:30])=[O:25])=[CH:20][CH:19]=3)[CH:11]3[CH2:16][CH2:15][CH2:14][CH2:13][CH2:12]3)=[C:7]([CH3:35])[C:6]=2[CH:36]=1.[CH3:37][N:38]1[CH:42]=[C:41](B2OC(C)(C)C(C)(C)O2)[CH:40]=[N:39]1.C(=O)([O-])[O-].[K+].[K+], predict the reaction product. The product is: [CH:11]1([CH:10]([NH:17][C:18]2[CH:19]=[CH:20][C:21]([C:24]([N:26]([CH3:34])[CH2:27][CH2:28][C:29]([O:31][CH2:32][CH3:33])=[O:30])=[O:25])=[CH:22][CH:23]=2)[C:8]2[O:9][C:5]3[CH:4]=[CH:3][C:2]([C:41]4[CH:40]=[N:39][N:38]([CH3:37])[CH:42]=4)=[CH:36][C:6]=3[C:7]=2[CH3:35])[CH2:16][CH2:15][CH2:14][CH2:13][CH2:12]1. (3) Given the reactants [C:1]([CH2:9][C:10]1([OH:16])[CH2:15][CH2:14][NH:13][CH2:12][CH2:11]1)(=[O:8])[C:2]1[CH:7]=[CH:6][CH:5]=[CH:4][CH:3]=1.[Cl:17][C:18]1[CH:25]=[CH:24][C:21]([CH2:22]Br)=[CH:20][CH:19]=1.C([O-])([O-])=O.[K+].[K+], predict the reaction product. The product is: [ClH:17].[Cl:17][C:18]1[CH:25]=[CH:24][C:21]([CH2:22][N:13]2[CH2:14][CH2:15][C:10]([CH2:9][C:1](=[O:8])[C:2]3[CH:3]=[CH:4][CH:5]=[CH:6][CH:7]=3)([OH:16])[CH2:11][CH2:12]2)=[CH:20][CH:19]=1.